Predict the reactants needed to synthesize the given product. From a dataset of Full USPTO retrosynthesis dataset with 1.9M reactions from patents (1976-2016). (1) Given the product [CH2:1]([O:3][C:4]([C:6]12[CH2:8][CH:7]1[CH:9]=[CH:10][CH2:48][CH2:47][CH2:46][CH2:45][N:43]([CH3:44])[C:42](=[O:51])[CH:15]1[CH:14]([CH2:18][CH:17]([O:19][C:20]3[C:29]4[C:24](=[C:25]([CH3:32])[C:26]([O:30][CH3:31])=[CH:27][CH:28]=4)[N:23]=[C:22]([C:33]4[CH:38]=[CH:37][CH:36]=[C:35]([CH:39]([CH3:40])[CH3:41])[N:34]=4)[CH:21]=3)[CH2:16]1)[C:12](=[O:13])[NH:11]2)=[O:5])[CH3:2], predict the reactants needed to synthesize it. The reactants are: [CH2:1]([O:3][C:4]([C:6]1([NH:11][C:12]([CH:14]2[CH2:18][CH:17]([O:19][C:20]3[C:29]4[C:24](=[C:25]([CH3:32])[C:26]([O:30][CH3:31])=[CH:27][CH:28]=4)[N:23]=[C:22]([C:33]4[CH:38]=[CH:37][CH:36]=[C:35]([CH:39]([CH3:41])[CH3:40])[N:34]=4)[CH:21]=3)[CH2:16][CH:15]2[C:42](=[O:51])[N:43]([CH2:45][CH2:46][CH2:47][CH2:48]C=C)[CH3:44])=[O:13])[CH2:8][CH:7]1[CH:9]=[CH2:10])=[O:5])[CH3:2]. (2) Given the product [CH3:1][O:2][C:3]1[CH:42]=[CH:41][CH:40]=[CH:39][C:4]=1[CH2:5][O:6][CH2:7][CH2:8][CH2:9][O:10][C:11]1[CH:12]=[CH:13][C:14]([CH:17]2[CH2:22][CH2:21][N:20]([C:49]([O:51][CH2:52][C:53]3[CH:58]=[CH:57][CH:56]=[CH:55][CH:54]=3)=[O:50])[CH2:19][CH:18]2[O:23][CH2:24][CH2:25][O:26][C:27]2[CH:32]=[CH:31][CH:30]=[CH:29][C:28]=2[CH2:33][CH2:34][C:35]([O:37][CH3:38])=[O:36])=[CH:15][CH:16]=1, predict the reactants needed to synthesize it. The reactants are: [CH3:1][O:2][C:3]1[CH:42]=[CH:41][CH:40]=[CH:39][C:4]=1[CH2:5][O:6][CH2:7][CH2:8][CH2:9][O:10][C:11]1[CH:16]=[CH:15][C:14]([CH:17]2[CH2:22][CH2:21][NH:20][CH2:19][CH:18]2[O:23][CH2:24][CH2:25][O:26][C:27]2[CH:32]=[CH:31][CH:30]=[CH:29][C:28]=2[CH2:33][CH2:34][C:35]([O:37][CH3:38])=[O:36])=[CH:13][CH:12]=1.C(=O)(O)[O-].[Na+].Cl[C:49]([O:51][CH2:52][C:53]1[CH:58]=[CH:57][CH:56]=[CH:55][CH:54]=1)=[O:50]. (3) Given the product [OH:4][C:3]1[CH:5]=[CH:6][CH:7]=[CH:8][C:2]=1[C:1]1[NH:16][C:11]2[CH:12]=[CH:13][CH:14]=[CH:15][C:10]=2[N:17]=1, predict the reactants needed to synthesize it. The reactants are: [CH:1](=O)[C:2]1[C:3](=[CH:5][CH:6]=[CH:7][CH:8]=1)[OH:4].[C:10]1([NH2:17])[CH:15]=[CH:14][CH:13]=[CH:12][C:11]=1[NH2:16].S(S([O-])=O)([O-])(=O)=O.[Na+].[Na+].